From a dataset of Catalyst prediction with 721,799 reactions and 888 catalyst types from USPTO. Predict which catalyst facilitates the given reaction. (1) Reactant: IC.[Br:3][C:4]1[CH:5]=[C:6]([CH:10]([CH:17]2[CH2:19][CH2:18]2)[NH:11][S:12]([CH2:15][CH3:16])(=[O:14])=[O:13])[CH:7]=[N:8][CH:9]=1.[C:20](=O)([O-])[O-].[K+].[K+]. Product: [Br:3][C:4]1[CH:5]=[C:6]([CH:10]([CH:17]2[CH2:19][CH2:18]2)[N:11]([CH3:20])[S:12]([CH2:15][CH3:16])(=[O:13])=[O:14])[CH:7]=[N:8][CH:9]=1. The catalyst class is: 173. (2) Reactant: [C:1]([O:5][C:6]([N:8]1[CH2:12][C:11](=[CH2:13])[CH2:10][C@H:9]1[C:14]([OH:16])=O)=[O:7])([CH3:4])([CH3:3])[CH3:2].C[N:18]1CCOCC1.ClC(OCC(C)C)=O. Product: [C:14]([C@@H:9]1[CH2:10][C:11](=[CH2:13])[CH2:12][N:8]1[C:6]([O:5][C:1]([CH3:4])([CH3:3])[CH3:2])=[O:7])(=[O:16])[NH2:18]. The catalyst class is: 7. (3) Reactant: Cl.Cl.[NH2:3][C@@H:4]1[CH2:9][CH2:8][C@H:7]([N:10]2[C:15](=[O:16])[C:14]3[CH:17]=[C:18]([F:21])[CH:19]=[N:20][C:13]=3[N:12]([C:22]3[CH:23]=[C:24]([C:28]4[CH:33]=[CH:32][C:31]([CH2:34][N:35]([CH3:37])[CH3:36])=[CH:30][CH:29]=4)[CH:25]=[CH:26][CH:27]=3)[C:11]2=[O:38])[CH2:6][CH2:5]1.C(N(CC)C(C)C)(C)C.[C:48](Cl)(=[O:50])[CH3:49]. Product: [CH3:37][N:35]([CH2:34][C:31]1[CH:30]=[CH:29][C:28]([C:24]2[CH:25]=[CH:26][CH:27]=[C:22]([N:12]3[C:13]4[N:20]=[CH:19][C:18]([F:21])=[CH:17][C:14]=4[C:15](=[O:16])[N:10]([C@@H:7]4[CH2:8][CH2:9][C@H:4]([NH:3][C:48](=[O:50])[CH3:49])[CH2:5][CH2:6]4)[C:11]3=[O:38])[CH:23]=2)=[CH:33][CH:32]=1)[CH3:36]. The catalyst class is: 4.